This data is from Reaction yield outcomes from USPTO patents with 853,638 reactions. The task is: Predict the reaction yield, written as a fraction of the theoretical maximum amount of product (1.0 means a 100% yield; for example, 0.34 means a 34% yield). The reactants are C1C=CC(P(C2C=CC=CC=2)C2C=CC=CC=2)=CC=1.[F:20][C:21]([F:30])([F:29])[C:22]1[CH:27]=[CH:26][C:25]([OH:28])=[CH:24][CH:23]=1.C1C=CC(COC(/N=N/C(OCC2C=CC=CC=2)=O)=O)=CC=1.[CH2:53]([N:60]1[CH2:64][CH:63]([C:65]2[CH:70]=[CH:69][C:68]([Cl:71])=[C:67]([Cl:72])[CH:66]=2)[CH:62]([CH:73](O)[CH3:74])[CH2:61]1)[C:54]1[CH:59]=[CH:58][CH:57]=[CH:56][CH:55]=1. The catalyst is C1COCC1. The product is [CH2:53]([N:60]1[CH2:61][CH:62]([CH:73]([O:28][C:25]2[CH:24]=[CH:23][C:22]([C:21]([F:29])([F:30])[F:20])=[CH:27][CH:26]=2)[CH3:74])[CH:63]([C:65]2[CH:70]=[CH:69][C:68]([Cl:71])=[C:67]([Cl:72])[CH:66]=2)[CH2:64]1)[C:54]1[CH:55]=[CH:56][CH:57]=[CH:58][CH:59]=1. The yield is 0.790.